This data is from Full USPTO retrosynthesis dataset with 1.9M reactions from patents (1976-2016). The task is: Predict the reactants needed to synthesize the given product. (1) The reactants are: Br[C:2]1[CH:3]=[C:4]([NH:8][CH2:9][C:10]2[CH:15]=[CH:14][C:13]([O:16][CH3:17])=[C:12]([O:18][CH:19]3[CH2:23][CH2:22][CH2:21][CH2:20]3)[CH:11]=2)[CH:5]=[N:6][CH:7]=1.[N:24]1[CH:29]=[CH:28][CH:27]=[C:26](B(O)O)[CH:25]=1.C(#N)C.C(=O)([O-])[O-].[Na+].[Na+]. Given the product [CH:19]1([O:18][C:12]2[CH:11]=[C:10]([CH:15]=[CH:14][C:13]=2[O:16][CH3:17])[CH2:9][NH:8][C:4]2[CH:3]=[C:2]([C:26]3[CH:25]=[N:24][CH:29]=[CH:28][CH:27]=3)[CH:7]=[N:6][CH:5]=2)[CH2:23][CH2:22][CH2:21][CH2:20]1, predict the reactants needed to synthesize it. (2) Given the product [CH3:1][N:2]1[C:14]2[CH2:13][CH2:12][CH:11]([CH:15]3[CH2:16][CH2:17][O:18][CH2:19][CH2:20]3)[CH2:10][C:9]=2[C:8]2[C:3]1=[CH:4][CH:5]=[C:6]([C:21]([N:23]1[CH2:27][CH2:26][C@H:25]([NH:28][C:29]([CH:44]3[CH2:46][CH2:45]3)=[O:30])[CH2:24]1)=[O:22])[CH:7]=2, predict the reactants needed to synthesize it. The reactants are: [CH3:1][N:2]1[C:14]2[CH2:13][CH2:12][CH:11]([CH:15]3[CH2:20][CH2:19][O:18][CH2:17][CH2:16]3)[CH2:10][C:9]=2[C:8]2[C:3]1=[CH:4][CH:5]=[C:6]([C:21]([N:23]1[CH2:27][CH2:26][C@H:25]([NH:28][C:29](=O)[O:30]C(C)(C)C)[CH2:24]1)=[O:22])[CH:7]=2.Cl.C(N(CC)CC)C.[CH:44]1(C(Cl)=O)[CH2:46][CH2:45]1. (3) The reactants are: [N:1]1[C:6]2[CH:7]=[CH:8][NH:9][C:5]=2[C:4](=O)[NH:3][CH:2]=1.O=P(Cl)(Cl)[Cl:13]. Given the product [Cl:13][C:4]1[C:5]2[NH:9][CH:8]=[CH:7][C:6]=2[N:1]=[CH:2][N:3]=1, predict the reactants needed to synthesize it. (4) Given the product [Cl:1][C:2]1[CH:3]=[C:4]([C:10]([OH:12])=[O:11])[CH:5]=[N:6][C:7]=1[NH:8][NH:9][C:14]([NH:13][CH:16]1[C:17]2[CH:30]=[CH:29][CH:28]=[CH:27][C:18]=2[CH2:19][CH2:20][C:21]2[CH:26]=[CH:25][CH:24]=[CH:23][C:22]1=2)=[O:15], predict the reactants needed to synthesize it. The reactants are: [Cl:1][C:2]1[CH:3]=[C:4]([C:10]([OH:12])=[O:11])[CH:5]=[N:6][C:7]=1[NH:8][NH2:9].[N:13]([CH:16]1[C:22]2[CH:23]=[CH:24][CH:25]=[CH:26][C:21]=2[CH2:20][CH2:19][C:18]2[CH:27]=[CH:28][CH:29]=[CH:30][C:17]1=2)=[C:14]=[O:15].N1C=CC=CC=1. (5) Given the product [F:27][C:6]([F:5])([F:26])[C:7]([N:9]1[CH2:18][CH2:17][C:16]2[C:11](=[CH:12][CH:13]=[C:14]([OH:19])[CH:15]=2)[CH:10]1[C:21]1[S:22][CH:23]=[CH:24][CH:25]=1)=[O:8], predict the reactants needed to synthesize it. The reactants are: B(Br)(Br)Br.[F:5][C:6]([F:27])([F:26])[C:7]([N:9]1[CH2:18][CH2:17][C:16]2[C:11](=[CH:12][CH:13]=[C:14]([O:19]C)[CH:15]=2)[CH:10]1[C:21]1[S:22][CH:23]=[CH:24][CH:25]=1)=[O:8].CO. (6) Given the product [OH:19][C:5]1[CH:6]=[C:7]([N:20]2[CH2:25][CH2:24][O:23][CH2:22][CH2:21]2)[CH:8]=[C:9]([OH:10])[C:4]=1[C:1](=[O:3])[CH3:2], predict the reactants needed to synthesize it. The reactants are: [C:1]([C:4]1[C:9]([OH:10])=[CH:8][C:7](OS(C(F)(F)F)(=O)=O)=[CH:6][C:5]=1[OH:19])(=[O:3])[CH3:2].[NH:20]1[CH2:25][CH2:24][O:23][CH2:22][CH2:21]1.C1(C2C=CC=CC=2)C=CC=CC=1P(C(C)(C)C)C(C)(C)C.[O-]P([O-])([O-])=O.[K+].[K+].[K+]. (7) Given the product [CH2:13]([N:20]1[CH2:24][CH2:23][CH:22]([O:25][C:2]2[N:7]=[C:6]([O:8][CH3:9])[C:5]([N+:10]([O-:12])=[O:11])=[CH:4][CH:3]=2)[CH2:21]1)[C:14]1[CH:15]=[CH:16][CH:17]=[CH:18][CH:19]=1, predict the reactants needed to synthesize it. The reactants are: Br[C:2]1[N:7]=[C:6]([O:8][CH3:9])[C:5]([N+:10]([O-:12])=[O:11])=[CH:4][CH:3]=1.[CH2:13]([N:20]1[CH2:24][CH2:23][CH:22]([OH:25])[CH2:21]1)[C:14]1[CH:19]=[CH:18][CH:17]=[CH:16][CH:15]=1.C([O-])([O-])=O.[K+].[K+]. (8) Given the product [F:17][C:14]1[CH:15]=[CH:16][C:11]([S:8]([C:6]2[N:7]=[C:2]([NH:33][C:30]3[CH:29]=[C:28]([CH3:27])[NH:32][N:31]=3)[C:3]3[CH:20]=[CH:19][N:18]([CH2:21][CH2:22][S:23]([CH3:26])(=[O:25])=[O:24])[C:4]=3[N:5]=2)(=[O:10])=[O:9])=[CH:12][CH:13]=1, predict the reactants needed to synthesize it. The reactants are: Cl[C:2]1[C:3]2[CH:20]=[CH:19][N:18]([CH2:21][CH2:22][S:23]([CH3:26])(=[O:25])=[O:24])[C:4]=2[N:5]=[C:6]([S:8]([C:11]2[CH:16]=[CH:15][C:14]([F:17])=[CH:13][CH:12]=2)(=[O:10])=[O:9])[N:7]=1.[CH3:27][C:28]1[NH:32][N:31]=[C:30]([NH2:33])[CH:29]=1.[I-].[Na+].CCN(C(C)C)C(C)C. (9) Given the product [NH2:1][C:2]1[C:11]2[CH:10]=[CH:9][CH:8]=[C:7]([C:25]3[CH:26]=[N:27][C:22]([F:21])=[C:23]([CH3:31])[CH:24]=3)[C:6]=2[N:5]=[C:4]2[CH2:13][N:14]([CH:17]3[CH2:20][CH2:19][CH2:18]3)[C:15](=[O:16])[C:3]=12, predict the reactants needed to synthesize it. The reactants are: [NH2:1][C:2]1[C:11]2[CH:10]=[CH:9][CH:8]=[C:7](Br)[C:6]=2[N:5]=[C:4]2[CH2:13][N:14]([CH:17]3[CH2:20][CH2:19][CH2:18]3)[C:15](=[O:16])[C:3]=12.[F:21][C:22]1[N:27]=[CH:26][C:25](B(O)O)=[CH:24][C:23]=1[CH3:31].